From a dataset of NCI-60 drug combinations with 297,098 pairs across 59 cell lines. Regression. Given two drug SMILES strings and cell line genomic features, predict the synergy score measuring deviation from expected non-interaction effect. (1) Drug 1: CC(C1=C(C=CC(=C1Cl)F)Cl)OC2=C(N=CC(=C2)C3=CN(N=C3)C4CCNCC4)N. Drug 2: C#CCC(CC1=CN=C2C(=N1)C(=NC(=N2)N)N)C3=CC=C(C=C3)C(=O)NC(CCC(=O)O)C(=O)O. Cell line: M14. Synergy scores: CSS=-2.48, Synergy_ZIP=4.65, Synergy_Bliss=-2.22, Synergy_Loewe=-11.5, Synergy_HSA=-5.55. (2) Drug 1: CS(=O)(=O)C1=CC(=C(C=C1)C(=O)NC2=CC(=C(C=C2)Cl)C3=CC=CC=N3)Cl. Drug 2: CC1C(C(=O)NC(C(=O)N2CCCC2C(=O)N(CC(=O)N(C(C(=O)O1)C(C)C)C)C)C(C)C)NC(=O)C3=C4C(=C(C=C3)C)OC5=C(C(=O)C(=C(C5=N4)C(=O)NC6C(OC(=O)C(N(C(=O)CN(C(=O)C7CCCN7C(=O)C(NC6=O)C(C)C)C)C)C(C)C)C)N)C. Cell line: A498. Synergy scores: CSS=34.8, Synergy_ZIP=12.8, Synergy_Bliss=18.8, Synergy_Loewe=17.8, Synergy_HSA=17.9. (3) Drug 1: CC1=C(C=C(C=C1)NC(=O)C2=CC=C(C=C2)CN3CCN(CC3)C)NC4=NC=CC(=N4)C5=CN=CC=C5. Drug 2: COC1=NC(=NC2=C1N=CN2C3C(C(C(O3)CO)O)O)N. Cell line: OVCAR-4. Synergy scores: CSS=3.32, Synergy_ZIP=-1.12, Synergy_Bliss=0.402, Synergy_Loewe=-2.97, Synergy_HSA=-0.0416. (4) Drug 1: C1=CN(C(=O)N=C1N)C2C(C(C(O2)CO)O)O.Cl. Drug 2: CC(C)(C#N)C1=CC(=CC(=C1)CN2C=NC=N2)C(C)(C)C#N. Cell line: SW-620. Synergy scores: CSS=35.6, Synergy_ZIP=-10.1, Synergy_Bliss=-0.584, Synergy_Loewe=-1.70, Synergy_HSA=-0.175. (5) Drug 1: C1C(C(OC1N2C=C(C(=O)NC2=O)F)CO)O. Drug 2: CN(C(=O)NC(C=O)C(C(C(CO)O)O)O)N=O. Cell line: SF-295. Synergy scores: CSS=34.2, Synergy_ZIP=-6.80, Synergy_Bliss=-0.171, Synergy_Loewe=-44.7, Synergy_HSA=2.12. (6) Cell line: MDA-MB-435. Synergy scores: CSS=42.5, Synergy_ZIP=0.623, Synergy_Bliss=-0.216, Synergy_Loewe=-44.1, Synergy_HSA=-1.78. Drug 2: CC1C(C(CC(O1)OC2CC(OC(C2O)C)OC3=CC4=CC5=C(C(=O)C(C(C5)C(C(=O)C(C(C)O)O)OC)OC6CC(C(C(O6)C)O)OC7CC(C(C(O7)C)O)OC8CC(C(C(O8)C)O)(C)O)C(=C4C(=C3C)O)O)O)O. Drug 1: CN1C(=O)N2C=NC(=C2N=N1)C(=O)N. (7) Drug 1: C1CCC(CC1)NC(=O)N(CCCl)N=O. Drug 2: C1C(C(OC1N2C=NC3=C2NC=NCC3O)CO)O. Cell line: A498. Synergy scores: CSS=1.80, Synergy_ZIP=-2.20, Synergy_Bliss=-0.565, Synergy_Loewe=-4.61, Synergy_HSA=-2.54.